Dataset: Forward reaction prediction with 1.9M reactions from USPTO patents (1976-2016). Task: Predict the product of the given reaction. (1) Given the reactants C1C=C[NH+]=CC=1.[O-][Cr](Cl)(=O)=O.[O:12]1[CH:16]=[CH:15][N:14]=[C:13]1[CH:17]([C:19]1[CH:24]=[CH:23][C:22]([O:25][CH:26]2[CH2:31][CH2:30][CH2:29][CH2:28][O:27]2)=[CH:21][CH:20]=1)[OH:18], predict the reaction product. The product is: [O:12]1[CH:16]=[CH:15][N:14]=[C:13]1[C:17]([C:19]1[CH:20]=[CH:21][C:22]([O:25][CH:26]2[CH2:31][CH2:30][CH2:29][CH2:28][O:27]2)=[CH:23][CH:24]=1)=[O:18]. (2) Given the reactants [CH3:1][N:2]1[CH2:7][CH2:6][N:5]([CH2:8][CH2:9][CH2:10][C:11]2[C:19]3[CH2:18][CH2:17][CH2:16][CH2:15][C:14]=3[NH:13][C:12]=2[CH:20]=O)[CH2:4][CH2:3]1.[CH2:22]([S:24]([C:27]1[CH:28]=[C:29]2[C:33](=[CH:34][CH:35]=1)[NH:32][C:31](=[O:36])[CH2:30]2)(=[O:26])=[O:25])[CH3:23], predict the reaction product. The product is: [CH2:22]([S:24]([C:27]1[CH:28]=[C:29]2[C:33](=[CH:34][CH:35]=1)[NH:32][C:31](=[O:36])/[C:30]/2=[CH:20]\[C:12]1[NH:13][C:14]2[CH2:15][CH2:16][CH2:17][CH2:18][C:19]=2[C:11]=1[CH2:10][CH2:9][CH2:8][N:5]1[CH2:4][CH2:3][N:2]([CH3:1])[CH2:7][CH2:6]1)(=[O:25])=[O:26])[CH3:23]. (3) The product is: [Cl:17][C:18]1[CH:19]=[C:20]([N:24]2[N:28]=[N:27][C:26]([CH:29]=[CH:14][C:4]3[N:3]([CH2:1][CH3:2])[C:7]([C:8]4[CH:13]=[CH:12][N:11]=[CH:10][CH:9]=4)=[N:6][N:5]=3)=[N:25]2)[CH:21]=[CH:22][CH:23]=1. Given the reactants [CH2:1]([N:3]1[C:7]([C:8]2[CH:13]=[CH:12][N:11]=[CH:10][CH:9]=2)=[N:6][N:5]=[C:4]1[CH:14]=O)[CH3:2].Br.[Cl:17][C:18]1[CH:19]=[C:20]([N:24]2[N:28]=[N:27][C:26]([CH2:29]P(C3C=CC=CC=3)(C3C=CC=CC=3)C3C=CC=CC=3)=[N:25]2)[CH:21]=[CH:22][CH:23]=1.C1CCN2C(=NCCC2)CC1.O, predict the reaction product. (4) Given the reactants C([O:8][C:9]1[CH:10]=[C:11]2[C:15](=[C:16]([CH3:18])[CH:17]=1)[N:14]([C:19]([O:21][C:22]([CH3:25])([CH3:24])[CH3:23])=[O:20])[CH:13]=[CH:12]2)C1C=CC=CC=1, predict the reaction product. The product is: [C:22]([O:21][C:19]([N:14]1[C:15]2[C:11](=[CH:10][C:9]([OH:8])=[CH:17][C:16]=2[CH3:18])[CH2:12][CH2:13]1)=[O:20])([CH3:25])([CH3:24])[CH3:23]. (5) The product is: [C:1]1([S:7]([NH:10][CH2:11][C:12]2[N:13]=[C:14]([N:17]3[CH2:20][CH:19]([O:21][S:23]([CH3:22])(=[O:25])=[O:24])[CH2:18]3)[S:15][CH:16]=2)(=[O:9])=[O:8])[CH:2]=[CH:3][CH:4]=[CH:5][CH:6]=1. Given the reactants [C:1]1([S:7]([NH:10][CH2:11][C:12]2[N:13]=[C:14]([N:17]3[CH2:20][CH:19]([OH:21])[CH2:18]3)[S:15][CH:16]=2)(=[O:9])=[O:8])[CH:6]=[CH:5][CH:4]=[CH:3][CH:2]=1.[CH3:22][S:23](Cl)(=[O:25])=[O:24].C(N(CC)CC)C, predict the reaction product. (6) Given the reactants [O:1]1[C@H:3]2[CH2:4][C@@:5]3([CH3:39])[CH:9]([CH:10]4[CH2:11][C@H:12]([F:21])[C:13]5[C@@:18]([CH3:19])([C@:2]124)[CH:17]=[CH:16][C:15](=[O:20])[CH:14]=5)[CH2:8][C@@H:7]([CH3:22])[C@:6]3([O:27][C:28]([C:30]1[O:31][C:32]([O:35]C(=O)C)=[CH:33][CH:34]=1)=[O:29])[C:23]([O:25][CH3:26])=[O:24].[OH-].[Na+], predict the reaction product. The product is: [O:1]1[C@H:3]2[CH2:4][C@@:5]3([CH3:39])[CH:9]([CH:10]4[CH2:11][C@H:12]([F:21])[C:13]5[C@@:18]([CH3:19])([C@:2]124)[CH:17]=[CH:16][C:15](=[O:20])[CH:14]=5)[CH2:8][C@@H:7]([CH3:22])[C@:6]3([O:27][C:28]([C:30]1[O:31][C:32]([OH:35])=[CH:33][CH:34]=1)=[O:29])[C:23]([O:25][CH3:26])=[O:24].